From a dataset of Reaction yield outcomes from USPTO patents with 853,638 reactions. Predict the reaction yield, written as a fraction of the theoretical maximum amount of product (1.0 means a 100% yield; for example, 0.34 means a 34% yield). (1) The reactants are [CH2:1]([N:8]1[CH2:12][C@@H:11]([C:13]2[CH:18]=[CH:17][C:16]([Cl:19])=[CH:15][CH:14]=2)[C@H:10]([NH:20][CH3:21])[CH2:9]1)[C:2]1[CH:7]=[CH:6][CH:5]=[CH:4][CH:3]=1.C(N(CC)CC)C.[C:40]([O:39][C:37](O[C:37]([O:39][C:40]([CH3:43])([CH3:42])[CH3:41])=[O:38])=[O:38])([CH3:43])([CH3:42])[CH3:41]. The catalyst is ClCCl.CN(C)C1C=CN=CC=1.O. The product is [C:40]([O:39][C:37](=[O:38])[N:20]([C@H:10]1[C@H:11]([C:13]2[CH:18]=[CH:17][C:16]([Cl:19])=[CH:15][CH:14]=2)[CH2:12][N:8]([CH2:1][C:2]2[CH:7]=[CH:6][CH:5]=[CH:4][CH:3]=2)[CH2:9]1)[CH3:21])([CH3:41])([CH3:42])[CH3:43]. The yield is 0.960. (2) The reactants are [CH3:1][C:2]1[CH:7]=[C:6]([CH3:8])[CH:5]=[CH:4][C:3]=1[N:9]([C:18]1[CH:23]=[CH:22][CH:21]=[CH:20][CH:19]=1)[C:10]1[CH:15]=[CH:14][C:13]([CH3:16])=[CH:12][C:11]=1[CH3:17].C1C(=O)N([Br:31])C(=O)C1. The catalyst is ClCCl.[Cl-].[Na+].O. The product is [Br:31][C:21]1[CH:22]=[CH:23][C:18]([N:9]([C:3]2[CH:4]=[CH:5][C:6]([CH3:8])=[CH:7][C:2]=2[CH3:1])[C:10]2[CH:15]=[CH:14][C:13]([CH3:16])=[CH:12][C:11]=2[CH3:17])=[CH:19][CH:20]=1. The yield is 0.960.